Dataset: TCR-epitope binding with 47,182 pairs between 192 epitopes and 23,139 TCRs. Task: Binary Classification. Given a T-cell receptor sequence (or CDR3 region) and an epitope sequence, predict whether binding occurs between them. (1) The epitope is KLPDDFTGCV. The TCR CDR3 sequence is CASSSDPPSSYNSPLHF. Result: 1 (the TCR binds to the epitope). (2) The epitope is IQYIDIGNY. The TCR CDR3 sequence is CASSQTSSSGGLNEQFF. Result: 1 (the TCR binds to the epitope).